Dataset: Forward reaction prediction with 1.9M reactions from USPTO patents (1976-2016). Task: Predict the product of the given reaction. (1) Given the reactants [CH2:1]([O:8][C:9]1[C:14]([O:15][CH3:16])=[CH:13][C:12]([C:17]2[N:21]=[C:20]([CH3:22])[O:19][N:18]=2)=[C:11](I)[CH:10]=1)[C:2]1[CH:7]=[CH:6][CH:5]=[CH:4][CH:3]=1.[CH:24]([Si:27]([CH:32]([CH3:34])[CH3:33])([CH:29]([CH3:31])[CH3:30])[SH:28])([CH3:26])[CH3:25].O(C1C=CC=CC=1P(C1C=CC=CC=1)C1C=CC=CC=1)C1C=CC=CC=1P(C1C=CC=CC=1)C1C=CC=CC=1.C[Si]([N-][Si](C)(C)C)(C)C.[Na+].[O-][Si]([O-])=O.[Mg+2], predict the reaction product. The product is: [CH2:1]([O:8][C:9]1[C:14]([O:15][CH3:16])=[CH:13][C:12]([C:17]2[N:21]=[C:20]([CH3:22])[O:19][N:18]=2)=[C:11]([S:28][Si:27]([CH:29]([CH3:31])[CH3:30])([CH:32]([CH3:34])[CH3:33])[CH:24]([CH3:25])[CH3:26])[CH:10]=1)[C:2]1[CH:7]=[CH:6][CH:5]=[CH:4][CH:3]=1. (2) Given the reactants [S:1]1[C:5]2[CH:6]=[C:7]([NH:10][C:11]3[CH:19]=[C:18]([NH:20][CH:21]([CH3:23])[CH3:22])[C:14]([C:15]([OH:17])=O)=[CH:13][N:12]=3)[CH:8]=[CH:9][C:4]=2[N:3]=[CH:2]1.[NH2:24][CH2:25][C@@H:26]([F:29])[CH2:27][OH:28].CCN(C(C)C)C(C)C.CN(C(ON1N=NC2C=CC=NC1=2)=[N+](C)C)C.F[P-](F)(F)(F)(F)F, predict the reaction product. The product is: [S:1]1[C:5]2[CH:6]=[C:7]([NH:10][C:11]3[CH:19]=[C:18]([NH:20][CH:21]([CH3:23])[CH3:22])[C:14]([C:15]([NH:24][CH2:25][C@@H:26]([F:29])[CH2:27][OH:28])=[O:17])=[CH:13][N:12]=3)[CH:8]=[CH:9][C:4]=2[N:3]=[CH:2]1. (3) Given the reactants C[Si](C)(C)[C:3]1[S:4][CH:5]=[CH:6][N:7]=1.C([Li])CCC.[CH2:15]([CH:18]([C:22]1[N:27]2[N:28]=[C:29]([CH3:32])[C:30](I)=[C:26]2[N:25]=[C:24]([CH3:33])[CH:23]=1)[CH2:19][CH2:20][CH3:21])[CH2:16][CH3:17], predict the reaction product. The product is: [CH3:32][C:29]1[C:30]([C:5]2[S:4][CH:3]=[N:7][CH:6]=2)=[C:26]2[N:25]=[C:24]([CH3:33])[CH:23]=[C:22]([CH:18]([CH2:19][CH2:20][CH3:21])[CH2:15][CH2:16][CH3:17])[N:27]2[N:28]=1.